Task: Predict the reaction yield, written as a fraction of the theoretical maximum amount of product (1.0 means a 100% yield; for example, 0.34 means a 34% yield).. Dataset: Reaction yield outcomes from USPTO patents with 853,638 reactions (1) The reactants are [Br:1]N1C(=O)CCC1=O.C1(P(C2C=CC=CC=2)C2C=CC=CC=2)C=CC=CC=1.[CH3:28][C:29]([O:37][CH2:38][CH2:39]O)([C:31]1[CH:36]=[CH:35][CH:34]=[CH:33][CH:32]=1)[CH3:30]. The catalyst is C(Cl)Cl.[Al]. The product is [Br:1][CH2:39][CH2:38][O:37][C:29]([C:31]1[CH:36]=[CH:35][CH:34]=[CH:33][CH:32]=1)([CH3:30])[CH3:28]. The yield is 0.420. (2) The reactants are [CH3:1][C:2]1[C:7]([C:8]([OH:10])=O)=[C:6]([CH3:11])[CH:5]=[CH:4][N:3]=1.C(Cl)(=O)C(Cl)=O.[CH3:18][O:19][C:20](=[O:46])[C@H:21]([CH2:38][C:39]1[CH:44]=[CH:43][C:42]([NH2:45])=[CH:41][CH:40]=1)[NH:22][C:23]([C:25]1([CH2:30][CH2:31][CH2:32][CH2:33][S:34]([CH3:37])(=[O:36])=[O:35])[CH2:29][CH2:28][CH2:27][CH2:26]1)=[S:24].C(N(C(C)C)CC)(C)C. The catalyst is ClCCl.CN(C=O)C.O. The product is [CH3:18][O:19][C:20](=[O:46])[C@H:21]([CH2:38][C:39]1[CH:44]=[CH:43][C:42]([NH:45][C:8]([C:7]2[C:2]([CH3:1])=[N:3][CH:4]=[CH:5][C:6]=2[CH3:11])=[O:10])=[CH:41][CH:40]=1)[NH:22][C:23]([C:25]1([CH2:30][CH2:31][CH2:32][CH2:33][S:34]([CH3:37])(=[O:36])=[O:35])[CH2:29][CH2:28][CH2:27][CH2:26]1)=[S:24]. The yield is 0.650. (3) The reactants are [CH3:1][Si](C)(C)[N-][Si](C)(C)C.[Na+].[C:11]([O:15][C:16]([N:18]1[CH2:23][CH2:22][C:21](=O)[CH2:20][C@H:19]1[C:25]([O:27][CH2:28][C:29]1[CH:34]=[CH:33][CH:32]=[CH:31][CH:30]=1)=[O:26])=[O:17])([CH3:14])([CH3:13])[CH3:12].O. The catalyst is [Br-].C[P+](C1C=CC=CC=1)(C1C=CC=CC=1)C1C=CC=CC=1.C1(C)C=CC=CC=1. The product is [C:11]([O:15][C:16]([N:18]1[CH2:23][CH2:22][C:21](=[CH2:1])[CH2:20][C@H:19]1[C:25]([O:27][CH2:28][C:29]1[CH:34]=[CH:33][CH:32]=[CH:31][CH:30]=1)=[O:26])=[O:17])([CH3:14])([CH3:13])[CH3:12]. The yield is 0.574. (4) The reactants are [BH4-].[Na+].[CH3:3][C:4]([CH3:19])([CH2:8][CH2:9][CH2:10][CH2:11][CH2:12][C:13](=[O:18])[CH2:14][CH2:15][CH2:16][CH3:17])[C:5]([OH:7])=[O:6].C([O-])([O-])=O.[Na+].[Na+].Cl. The catalyst is C(O)C.O. The product is [OH:18][CH:13]([CH2:14][CH2:15][CH2:16][CH3:17])[CH2:12][CH2:11][CH2:10][CH2:9][CH2:8][C:4]([CH3:3])([CH3:19])[C:5]([OH:7])=[O:6]. The yield is 0.350. (5) The reactants are [CH3:1][N:2]([CH3:32])[S:3]([C:6]1[CH:31]=[CH:30][CH:29]=[CH:28][C:7]=1[CH2:8][C:9]1[C:17]2[C:16](=[O:18])[CH2:15][C:14]([CH3:20])([CH3:19])[CH2:13][C:12]=2[N:11]([CH2:21][C:22]([O:24]CC)=[O:23])[C:10]=1[CH3:27])(=[O:5])=[O:4].[OH-].[Na+]. The catalyst is C1COCC1.O. The product is [CH3:32][N:2]([CH3:1])[S:3]([C:6]1[CH:31]=[CH:30][CH:29]=[CH:28][C:7]=1[CH2:8][C:9]1[C:17]2[C:16](=[O:18])[CH2:15][C:14]([CH3:19])([CH3:20])[CH2:13][C:12]=2[N:11]([CH2:21][C:22]([OH:24])=[O:23])[C:10]=1[CH3:27])(=[O:5])=[O:4]. The yield is 0.240. (6) The reactants are C([O:4][CH2:5][C:6]1[C:7]([N:33]2[CH2:45][CH2:44][N:36]3[C:37]4[CH2:38][CH2:39][CH2:40][CH2:41][C:42]=4[CH:43]=[C:35]3[C:34]2=[O:46])=[N:8][CH:9]=[CH:10][C:11]=1[C:12]1[CH:17]=[C:16]([NH:18][C:19]2[CH:24]=[CH:23][C:22]([N:25]3[CH2:30][CH2:29][NH:28][CH2:27][CH2:26]3)=[CH:21][N:20]=2)[C:15](=[O:31])[N:14]([CH3:32])[CH:13]=1)(=O)C.[Li+].[OH-]. The catalyst is CC(O)C.C1COCC1.O. The product is [OH:4][CH2:5][C:6]1[C:7]([N:33]2[CH2:45][CH2:44][N:36]3[C:37]4[CH2:38][CH2:39][CH2:40][CH2:41][C:42]=4[CH:43]=[C:35]3[C:34]2=[O:46])=[N:8][CH:9]=[CH:10][C:11]=1[C:12]1[CH:17]=[C:16]([NH:18][C:19]2[CH:24]=[CH:23][C:22]([N:25]3[CH2:30][CH2:29][NH:28][CH2:27][CH2:26]3)=[CH:21][N:20]=2)[C:15](=[O:31])[N:14]([CH3:32])[CH:13]=1. The yield is 0.269. (7) The reactants are [CH3:1][O:2][C:3]1[CH:4]=[C:5]([CH:7]=[CH:8][CH:9]=1)[NH2:6].[C:10](OC(=O)C)(=[O:12])[CH3:11]. The catalyst is O1CCCC1. The product is [CH3:11][C:10]([NH:6][C:5]1[CH:7]=[CH:8][CH:9]=[C:3]([O:2][CH3:1])[CH:4]=1)=[O:12]. The yield is 0.990.